Task: Predict the product of the given reaction.. Dataset: Forward reaction prediction with 1.9M reactions from USPTO patents (1976-2016) The product is: [F:1][C:2]1[CH:3]=[C:4]([C:16]2[N:20]([C:21]3[CH:26]=[CH:25][CH:24]=[CH:23][CH:22]=3)[N:19]=[C:18]([NH:27][C:34]([C@H:31]3[CH2:30][C:29](=[O:28])[NH:33][CH2:32]3)=[O:35])[CH:17]=2)[CH:5]=[C:6]([CH2:8][O:9][C@H:10]([CH3:15])[C:11]([F:14])([F:12])[F:13])[CH:7]=1. Given the reactants [F:1][C:2]1[CH:3]=[C:4]([C:16]2[N:20]([C:21]3[CH:26]=[CH:25][CH:24]=[CH:23][CH:22]=3)[N:19]=[C:18]([NH2:27])[CH:17]=2)[CH:5]=[C:6]([CH2:8][O:9][C@H:10]([CH3:15])[C:11]([F:14])([F:13])[F:12])[CH:7]=1.[O:28]=[C:29]1[NH:33][CH2:32][C@@H:31]([C:34](O)=[O:35])[CH2:30]1.CCN=C=NCCCN(C)C.Cl.O, predict the reaction product.